From a dataset of Aqueous solubility values for 9,982 compounds from the AqSolDB database. Regression/Classification. Given a drug SMILES string, predict its absorption, distribution, metabolism, or excretion properties. Task type varies by dataset: regression for continuous measurements (e.g., permeability, clearance, half-life) or binary classification for categorical outcomes (e.g., BBB penetration, CYP inhibition). For this dataset (solubility_aqsoldb), we predict Y. The drug is CCCCCCC(C)O. The Y is -2.07 log mol/L.